Dataset: Forward reaction prediction with 1.9M reactions from USPTO patents (1976-2016). Task: Predict the product of the given reaction. (1) Given the reactants CN(C=O)C.O=P(Cl)(Cl)Cl.[CH2:11](N1C2C=CC=CC=2C2C1=CC=CC=2)[CH2:12][CH2:13][CH2:14][CH2:15][CH2:16][CH2:17][CH2:11][CH2:12][CH2:13][CH2:14][CH2:15][CH2:16][CH3:17].[CH2:38]([N:45]1[C:57]2[CH:56]=[CH:55][C:54]([CH:58]=[O:59])=[CH:53][C:52]=2[C:51]2[C:46]1=[CH:47][CH:48]=[C:49]([CH:60]=[O:61])[CH:50]=2)[CH2:39][CH2:40][CH2:41][CH2:42][CH2:43][CH3:44], predict the reaction product. The product is: [CH2:38]([N:45]1[C:57]2[CH:56]=[CH:55][C:54]([CH:58]=[O:59])=[CH:53][C:52]=2[C:51]2[C:46]1=[CH:47][CH:48]=[C:49]([CH:60]=[O:61])[CH:50]=2)[CH2:39][CH2:40][CH2:41][CH2:42][CH2:43][CH2:44][CH2:11][CH2:12][CH2:13][CH2:14][CH2:15][CH2:16][CH3:17]. (2) Given the reactants [CH3:1][C:2]1[N:7]=[C:6]([C:8]([OH:10])=O)[C:5]([O:11][CH2:12][CH:13]([CH3:15])[CH3:14])=[CH:4][CH:3]=1.CN(C(ON1N=NC2C=CC=CC1=2)=[N+](C)C)C.[B-](F)(F)(F)F.CCN(C(C)C)C(C)C.[CH3:47][C:48]1[CH:49]=[C:50]([CH3:64])[C:51]2[N:52]([CH:54]=[C:55]([CH2:57][C@@H:58]3[CH2:63][CH2:62][CH2:61][CH2:60][NH:59]3)[N:56]=2)[CH:53]=1, predict the reaction product. The product is: [CH3:47][C:48]1[CH:49]=[C:50]([CH3:64])[C:51]2[N:52]([CH:54]=[C:55]([CH2:57][C@@H:58]3[CH2:63][CH2:62][CH2:61][CH2:60][N:59]3[C:8]([C:6]3[C:5]([O:11][CH2:12][CH:13]([CH3:15])[CH3:14])=[CH:4][CH:3]=[C:2]([CH3:1])[N:7]=3)=[O:10])[N:56]=2)[CH:53]=1. (3) Given the reactants ClC1C=CC(C2C(C3C=CC(Cl)=CC=3)N(C(Cl)=O)C(C3C=CC(C(C)(C)COC)=CC=3OCC)=N2)=CC=1.[N:38]1([C:44](=[O:52])[CH2:45]N2CCNCC2)[CH2:43][CH2:42][O:41][CH2:40][CH2:39]1, predict the reaction product. The product is: [N:38]1([C:44](=[O:52])[CH3:45])[CH2:43][CH2:42][O:41][CH2:40][CH2:39]1. (4) Given the reactants [NH2:1][C@@H:2]([CH:5]([CH3:7])[CH3:6])[CH2:3][OH:4].[Br:8][C:9]1[CH:10]=[C:11]([CH:16]=[CH:17][C:18]=1[CH2:19]Br)[C:12]([O:14][CH3:15])=[O:13], predict the reaction product. The product is: [Br:8][C:9]1[CH:10]=[C:11]([CH:16]=[CH:17][C:18]=1[CH2:19][NH:1][C@@H:2]([CH:5]([CH3:7])[CH3:6])[CH2:3][OH:4])[C:12]([O:14][CH3:15])=[O:13]. (5) Given the reactants [Br:1][C:2]1[CH:3]=[C:4]2[C:12](=[CH:13][CH:14]=1)[NH:11][C:10]1[CH2:9][CH2:8][CH:7]([CH3:15])[CH2:6][C:5]2=1.[H-].[Na+].[C:18]([O:22][C:23](O[C:23]([O:22][C:18]([CH3:21])([CH3:20])[CH3:19])=[O:24])=[O:24])([CH3:21])([CH3:20])[CH3:19], predict the reaction product. The product is: [Br:1][C:2]1[CH:3]=[C:4]2[C:12](=[CH:13][CH:14]=1)[N:11]([C:23]([O:22][C:18]([CH3:21])([CH3:20])[CH3:19])=[O:24])[C:10]1[CH2:9][CH2:8][CH:7]([CH3:15])[CH2:6][C:5]2=1.